This data is from Full USPTO retrosynthesis dataset with 1.9M reactions from patents (1976-2016). The task is: Predict the reactants needed to synthesize the given product. Given the product [CH3:3][C:2](=[CH2:4])[C:1]([O:6][CH2:10][CH2:11][CH2:12][CH2:13][CH2:14][CH2:15][O:16][C:17]([CH:19]1[CH2:20][CH2:21][CH:22]([CH:25]2[CH2:30][CH2:29][CH:28]([CH2:31][CH2:32][CH2:33][CH2:34][CH3:35])[CH2:27][CH2:26]2)[CH2:23][CH2:24]1)=[O:18])=[O:5], predict the reactants needed to synthesize it. The reactants are: [C:1]([OH:6])(=[O:5])[C:2]([CH3:4])=[CH2:3].[H-].[Na+].Br[CH2:10][CH2:11][CH2:12][CH2:13][CH2:14][CH2:15][O:16][C:17]([CH:19]1[CH2:24][CH2:23][CH:22]([CH:25]2[CH2:30][CH2:29][CH:28]([CH2:31][CH2:32][CH2:33][CH2:34][CH3:35])[CH2:27][CH2:26]2)[CH2:21][CH2:20]1)=[O:18].O.